Dataset: NCI-60 drug combinations with 297,098 pairs across 59 cell lines. Task: Regression. Given two drug SMILES strings and cell line genomic features, predict the synergy score measuring deviation from expected non-interaction effect. (1) Drug 1: CC(C1=C(C=CC(=C1Cl)F)Cl)OC2=C(N=CC(=C2)C3=CN(N=C3)C4CCNCC4)N. Drug 2: C1=CC(=CC=C1CCCC(=O)O)N(CCCl)CCCl. Cell line: COLO 205. Synergy scores: CSS=42.4, Synergy_ZIP=1.60, Synergy_Bliss=0.498, Synergy_Loewe=-0.223, Synergy_HSA=0.219. (2) Drug 1: C1=CC(=CC=C1CC(C(=O)O)N)N(CCCl)CCCl.Cl. Drug 2: C1=CC=C(C(=C1)C(C2=CC=C(C=C2)Cl)C(Cl)Cl)Cl. Cell line: COLO 205. Synergy scores: CSS=36.2, Synergy_ZIP=-1.19, Synergy_Bliss=1.44, Synergy_Loewe=-14.9, Synergy_HSA=-3.25. (3) Drug 1: CC(C1=C(C=CC(=C1Cl)F)Cl)OC2=C(N=CC(=C2)C3=CN(N=C3)C4CCNCC4)N. Drug 2: C1CCC(CC1)NC(=O)N(CCCl)N=O. Cell line: 786-0. Synergy scores: CSS=19.7, Synergy_ZIP=6.93, Synergy_Bliss=6.91, Synergy_Loewe=6.26, Synergy_HSA=7.05. (4) Drug 1: CC(C1=C(C=CC(=C1Cl)F)Cl)OC2=C(N=CC(=C2)C3=CN(N=C3)C4CCNCC4)N. Drug 2: CCC1(C2=C(COC1=O)C(=O)N3CC4=CC5=C(C=CC(=C5CN(C)C)O)N=C4C3=C2)O.Cl. Cell line: SW-620. Synergy scores: CSS=23.8, Synergy_ZIP=-4.73, Synergy_Bliss=-1.78, Synergy_Loewe=-17.7, Synergy_HSA=-1.62. (5) Drug 1: CN1C(=O)N2C=NC(=C2N=N1)C(=O)N. Drug 2: CCC1(C2=C(COC1=O)C(=O)N3CC4=CC5=C(C=CC(=C5CN(C)C)O)N=C4C3=C2)O.Cl. Cell line: HOP-62. Synergy scores: CSS=38.5, Synergy_ZIP=1.88, Synergy_Bliss=4.83, Synergy_Loewe=-42.2, Synergy_HSA=2.84. (6) Drug 1: CS(=O)(=O)OCCCCOS(=O)(=O)C. Drug 2: CC(C)NC(=O)C1=CC=C(C=C1)CNNC.Cl. Cell line: EKVX. Synergy scores: CSS=5.97, Synergy_ZIP=-3.73, Synergy_Bliss=-0.128, Synergy_Loewe=-2.99, Synergy_HSA=-1.35. (7) Drug 1: CC(C1=C(C=CC(=C1Cl)F)Cl)OC2=C(N=CC(=C2)C3=CN(N=C3)C4CCNCC4)N. Drug 2: C1CC(=O)NC(=O)C1N2CC3=C(C2=O)C=CC=C3N. Cell line: OVCAR3. Synergy scores: CSS=-0.410, Synergy_ZIP=0.485, Synergy_Bliss=-1.09, Synergy_Loewe=-3.04, Synergy_HSA=-3.53.